Dataset: Catalyst prediction with 721,799 reactions and 888 catalyst types from USPTO. Task: Predict which catalyst facilitates the given reaction. (1) Reactant: [F:1][C:2]1([S:12]([C:15]2[CH:20]=[C:19]([C:21]([F:24])([F:23])[F:22])[CH:18]=[C:17]([F:25])[CH:16]=2)(=[O:14])=[O:13])[CH2:11][CH2:10][C:5]2(OCC[O:6]2)[CH2:4][CH2:3]1.Cl. Product: [F:1][C:2]1([S:12]([C:15]2[CH:20]=[C:19]([C:21]([F:22])([F:24])[F:23])[CH:18]=[C:17]([F:25])[CH:16]=2)(=[O:13])=[O:14])[CH2:11][CH2:10][C:5](=[O:6])[CH2:4][CH2:3]1. The catalyst class is: 24. (2) Reactant: [CH2:1]([O:8][C:9]([NH:11][CH:12]([C:14]1[C:15]([O:33][CH3:34])=[C:16]([CH:22]2[CH2:25][N:24](C(OC(C)(C)C)=O)[CH2:23]2)[C:17]([Cl:21])=[C:18]([Cl:20])[CH:19]=1)[CH3:13])=[O:10])[C:2]1[CH:7]=[CH:6][CH:5]=[CH:4][CH:3]=1.FC(F)(F)C(O)=O.C(=O)(O)[O-].[Na+]. Product: [NH:24]1[CH2:25][CH:22]([C:16]2[C:15]([O:33][CH3:34])=[C:14]([CH:12]([NH:11][C:9](=[O:10])[O:8][CH2:1][C:2]3[CH:7]=[CH:6][CH:5]=[CH:4][CH:3]=3)[CH3:13])[CH:19]=[C:18]([Cl:20])[C:17]=2[Cl:21])[CH2:23]1. The catalyst class is: 61.